Dataset: Full USPTO retrosynthesis dataset with 1.9M reactions from patents (1976-2016). Task: Predict the reactants needed to synthesize the given product. (1) Given the product [CH3:1][CH:2]1[CH2:3][CH2:4][N:5]([C:8]([N:10]2[CH2:16][C:15]3[CH:17]=[C:18]([C:21]4[CH:25]=[C:24]([NH2:26])[NH:23][N:22]=4)[CH:19]=[CH:20][C:14]=3[O:13][CH2:12][CH2:11]2)=[O:9])[CH2:6][CH2:7]1, predict the reactants needed to synthesize it. The reactants are: [CH3:1][CH:2]1[CH2:7][CH2:6][N:5]([C:8]([N:10]2[CH2:16][C:15]3[CH:17]=[C:18]([C:21]4[CH:25]=[C:24]([NH:26]CC5C=CC=CC=5)[NH:23][N:22]=4)[CH:19]=[CH:20][C:14]=3[O:13][CH2:12][CH2:11]2)=[O:9])[CH2:4][CH2:3]1. (2) Given the product [CH2:1]([O:3][C:4]1[CH:11]=[CH:10][C:7]([CH:8]=[N+:17]([CH:12]2[CH2:16][CH2:15][CH2:14][CH2:13]2)[O-:18])=[CH:6][CH:5]=1)[CH3:2], predict the reactants needed to synthesize it. The reactants are: [CH2:1]([O:3][C:4]1[CH:11]=[CH:10][C:7]([CH:8]=O)=[CH:6][CH:5]=1)[CH3:2].[CH:12]1([NH:17][OH:18])[CH2:16][CH2:15][CH2:14][CH2:13]1.O.C1(C)C=CC(S(O)(=O)=O)=CC=1. (3) Given the product [CH3:20][C:13]1[CH:12]=[CH:11][C:10]([S:7]([C:1]2[CH:6]=[CH:5][CH:4]=[CH:3][CH:2]=2)(=[O:9])=[O:8])=[CH:15][C:14]=1[S:16]([NH:29][CH2:21][CH2:22][C:23]1[CH:28]=[CH:27][CH:26]=[CH:25][CH:24]=1)(=[O:18])=[O:17], predict the reactants needed to synthesize it. The reactants are: [C:1]1([S:7]([C:10]2[CH:11]=[CH:12][C:13]([CH3:20])=[C:14]([S:16](Cl)(=[O:18])=[O:17])[CH:15]=2)(=[O:9])=[O:8])[CH:6]=[CH:5][CH:4]=[CH:3][CH:2]=1.[CH2:21]([NH2:29])[CH2:22][C:23]1[CH:28]=[CH:27][CH:26]=[CH:25][CH:24]=1.C(N(CC)CC)C. (4) Given the product [CH3:18][NH:17][S:14]([C:11]1[CH:12]=[CH:13][C:8]([O:6][CH:3]([CH3:5])[CH3:4])=[C:9]([N+:19]([O-:21])=[O:20])[CH:10]=1)(=[O:16])=[O:15], predict the reactants needed to synthesize it. The reactants are: [H-].[Na+].[CH:3]([OH:6])([CH3:5])[CH3:4].F[C:8]1[CH:13]=[CH:12][C:11]([S:14]([NH:17][CH3:18])(=[O:16])=[O:15])=[CH:10][C:9]=1[N+:19]([O-:21])=[O:20].CCOC(C)=O. (5) The reactants are: Cl[C:2]1[CH:7]=[CH:6][C:5]([N+:8]([O-])=O)=[C:4]([O:11][CH3:12])[CH:3]=1.[CH3:13][C@H:14]1[CH2:19][O:18][CH2:17][CH2:16][NH:15]1.C(=O)([O-])[O-].[Cs+].[Cs+].CC1(C)C2C(=C(P(C3C=CC=CC=3)C3C=CC=CC=3)C=CC=2)OC2C(P(C3C=CC=CC=3)C3C=CC=CC=3)=CC=CC1=2. Given the product [CH3:13][C@H:14]1[CH2:19][O:18][CH2:17][CH2:16][N:15]1[C:2]1[CH:7]=[CH:6][C:5]([NH2:8])=[C:4]([O:11][CH3:12])[CH:3]=1, predict the reactants needed to synthesize it.